Dataset: Experimentally validated miRNA-target interactions with 360,000+ pairs, plus equal number of negative samples. Task: Binary Classification. Given a miRNA mature sequence and a target amino acid sequence, predict their likelihood of interaction. (1) The miRNA is mmu-miR-24-2-5p with sequence GUGCCUACUGAGCUGAAACAGU. The protein sequence of the target gene is MDPPSLDTAIQHALAGLYPPFEATAPTVLGQVFRLLDSGFQGDGLSFLLDFLIPAKRLCEQVREAACAPYSHCLFLHEGWPLCLRDEVVVHLAPLNPLLLRQGDFYLQVEPQEEQSVCIMIKCLSLDLCTVDKKPVPEPAYPILFTQEWLEAINSDFEGNPLHNCLVASENGIAPVPWTKITSPEFVDDRPQVVNALCQAWGPLPLEALDLSSPQELHQASSPDNQVLPAQSLAKGKGRTYGSKYPGLIKVEQARCGEVAFRMDEVVSQDFEGDYVALLGFSQESRGESPSREAGTSSGC.... Result: 0 (no interaction). (2) The miRNA is mmu-miR-344g-5p with sequence AGUCAGGCUCCUGGCAGGAGU. The protein sequence of the target gene is MSLQKLMEPEAGTNRTAVAEFILLGLVQTEEMQPVVFVLLLFAYLVTTGGNLSILAAVLVEPKLHAPMYFFLGNLSVLDVGCITVTVPAMLGRLLSHKSTISYDACLSQLFFFHLLAGMDCFLLTAMAYDRLLAICQPLTYSTRMSQTVQRMLVAASLACAFTNALTHTVAMSTLNFCGPNEVNHFYCDLPQLFQLSCSSTQLNELLLFAVGFIMAGTPLVLIITAYSHVAAAVLRIRSVEGRKKAFSTCGSHLTVVCLFFGRGIFNYMRLGSEEASDKDKGVGVFNTVINPMLNPLIYS.... Result: 0 (no interaction). (3) The miRNA is hsa-miR-670-5p with sequence GUCCCUGAGUGUAUGUGGUG. The protein sequence of the target gene is MAVAFYIPDQATLLREAEQKEQQILRLRESQWRFLATVVLETLRQYTSCHPKTGRKSGKYRKPSQ. Result: 0 (no interaction).